This data is from Full USPTO retrosynthesis dataset with 1.9M reactions from patents (1976-2016). The task is: Predict the reactants needed to synthesize the given product. (1) The reactants are: [CH2:1]1CCN2C(=NCCC2)CC1.C[N+](C)=C.[I-].[C:17]([O:21][C:22]([C@@:24]1([CH2:38][CH2:39][CH:40]=[O:41])[CH2:28][C:27](=[O:29])[N:26]([C@@H:30]([C:32]2[CH:37]=[CH:36][CH:35]=[CH:34][CH:33]=2)[CH3:31])[CH2:25]1)=[O:23])([CH3:20])([CH3:19])[CH3:18].[Cl-].[NH4+]. Given the product [C:17]([O:21][C:22]([C@@:24]1([CH2:38][C:39](=[CH2:1])[CH:40]=[O:41])[CH2:28][C:27](=[O:29])[N:26]([C@@H:30]([C:32]2[CH:37]=[CH:36][CH:35]=[CH:34][CH:33]=2)[CH3:31])[CH2:25]1)=[O:23])([CH3:20])([CH3:19])[CH3:18], predict the reactants needed to synthesize it. (2) Given the product [OH:22][C:20]1[CH:19]=[C:9]([CH:8]=[C:7]([O:6][C@@H:4]([CH3:5])[CH2:3][O:2][CH3:1])[CH:21]=1)[C:10]([NH:12][C:13]1[CH:17]=[CH:16][N:15]([CH3:18])[N:14]=1)=[O:11], predict the reactants needed to synthesize it. The reactants are: [CH3:1][O:2][CH2:3][C@@H:4]([O:6][C:7]1[CH:8]=[C:9]([CH:19]=[C:20]([O:22]CC2C=CC=CC=2)[CH:21]=1)[C:10]([NH:12][C:13]1[CH:17]=[CH:16][N:15]([CH3:18])[N:14]=1)=[O:11])[CH3:5]. (3) Given the product [CH3:20][S:21]([OH:24])(=[O:23])=[O:22].[NH2:1][C@H:2]([CH:6]1[CH2:11][CH2:10][CH2:9][CH2:8][CH2:7]1)[C:3]([O:5][CH2:12][C:13]1[CH:18]=[CH:17][CH:16]=[CH:15][CH:14]=1)=[O:4], predict the reactants needed to synthesize it. The reactants are: [NH2:1][C@H:2]([CH:6]1[CH2:11][CH2:10][CH2:9][CH2:8][CH2:7]1)[C:3]([OH:5])=[O:4].[CH2:12](O)[C:13]1[CH:18]=[CH:17][CH:16]=[CH:15][CH:14]=1.[CH3:20][S:21]([OH:24])(=[O:23])=[O:22].O. (4) Given the product [F:1][C:2]1[CH:10]=[C:9]2[C:5]([C:6]([C:20]3[CH:21]=[N:22][N:23]([CH2:25][CH:26]4[CH2:31][CH2:30][NH:29][CH2:28][CH2:27]4)[CH:24]=3)=[CH:7][N:8]2[S:11]([C:14]2[CH:15]=[CH:16][CH:17]=[CH:18][CH:19]=2)(=[O:12])=[O:13])=[CH:4][CH:3]=1, predict the reactants needed to synthesize it. The reactants are: [F:1][C:2]1[CH:10]=[C:9]2[C:5]([C:6]([C:20]3[CH:21]=[N:22][N:23]([CH2:25][CH:26]4[CH2:31][CH2:30][N:29](C(OC(C)(C)C)=O)[CH2:28][CH2:27]4)[CH:24]=3)=[CH:7][N:8]2[S:11]([C:14]2[CH:19]=[CH:18][CH:17]=[CH:16][CH:15]=2)(=[O:13])=[O:12])=[CH:4][CH:3]=1.Cl. (5) Given the product [C:16]([C:18]1[CH:23]=[CH:22][C:21]([C:2]2[C:3]3[CH2:10][CH2:9][CH:8]([NH:11][C:12](=[O:15])[CH2:13][CH3:14])[C:4]=3[CH:5]=[N:6][CH:7]=2)=[CH:20][CH:19]=1)#[N:17], predict the reactants needed to synthesize it. The reactants are: Br[C:2]1[C:3]2[CH2:10][CH2:9][CH:8]([NH:11][C:12](=[O:15])[CH2:13][CH3:14])[C:4]=2[CH:5]=[N:6][CH:7]=1.[C:16]([C:18]1[CH:23]=[CH:22][C:21](B(O)O)=[CH:20][CH:19]=1)#[N:17]. (6) Given the product [CH2:33]([O:32][CH2:31][C@H:13]([NH:12][C:9](=[O:11])[CH2:8][C:6]1[CH:5]=[N:4][CH:3]=[N:2][CH:7]=1)[C:14]([NH:16][C:17]1[CH:22]=[CH:21][C:20]([O:23][C:24]2[CH:29]=[CH:28][C:27]([F:30])=[CH:26][CH:25]=2)=[CH:19][CH:18]=1)=[O:15])[C:34]1[CH:39]=[CH:38][CH:37]=[CH:36][CH:35]=1, predict the reactants needed to synthesize it. The reactants are: Cl.[N:2]1[CH:7]=[C:6]([CH2:8][C:9]([OH:11])=O)[CH:5]=[N:4][CH:3]=1.[NH2:12][C@@H:13]([CH2:31][O:32][CH2:33][C:34]1[CH:39]=[CH:38][CH:37]=[CH:36][CH:35]=1)[C:14]([NH:16][C:17]1[CH:22]=[CH:21][C:20]([O:23][C:24]2[CH:29]=[CH:28][C:27]([F:30])=[CH:26][CH:25]=2)=[CH:19][CH:18]=1)=[O:15].